This data is from Forward reaction prediction with 1.9M reactions from USPTO patents (1976-2016). The task is: Predict the product of the given reaction. (1) Given the reactants Cl[CH2:2][C:3]([N:5]1[CH2:10][CH2:9][C:8](=[N:11][O:12][CH2:13][C:14]2[CH:19]=[CH:18][CH:17]=[C:16]([C:20]([F:23])([F:22])[F:21])[CH:15]=2)[CH2:7][CH2:6]1)=[O:4].C([O-])([O-])=O.[K+].[K+].[NH:30]1[CH2:35][CH2:34][CH2:33][CH2:32][CH2:31]1, predict the reaction product. The product is: [N:30]1([CH2:2][C:3]([N:5]2[CH2:10][CH2:9][C:8](=[N:11][O:12][CH2:13][C:14]3[CH:19]=[CH:18][CH:17]=[C:16]([C:20]([F:23])([F:22])[F:21])[CH:15]=3)[CH2:7][CH2:6]2)=[O:4])[CH2:35][CH2:34][CH2:33][CH2:32][CH2:31]1. (2) Given the reactants [NH2:1][C:2]1[CH:3]=[C:4]([C:8]([O:10][CH3:11])=[O:9])[S:5][C:6]=1[CH3:7].[S:12]1[CH:16]=[CH:15][CH:14]=[C:13]1[S:17](Cl)(=[O:19])=[O:18], predict the reaction product. The product is: [CH3:7][C:6]1[S:5][C:4]([C:8]([O:10][CH3:11])=[O:9])=[CH:3][C:2]=1[NH:1][S:17]([C:13]1[S:12][CH:16]=[CH:15][CH:14]=1)(=[O:19])=[O:18]. (3) Given the reactants P(Br)(Br)[Br:2].[C:5]1([CH2:11][CH2:12][CH2:13][CH2:14][CH2:15]O)[CH:10]=[CH:9][CH:8]=[CH:7][CH:6]=1.O, predict the reaction product. The product is: [Br:2][CH2:15][CH2:14][CH2:13][CH2:12][CH2:11][C:5]1[CH:10]=[CH:9][CH:8]=[CH:7][CH:6]=1.